Regression. Given two drug SMILES strings and cell line genomic features, predict the synergy score measuring deviation from expected non-interaction effect. From a dataset of NCI-60 drug combinations with 297,098 pairs across 59 cell lines. (1) Drug 1: C1CCN(CC1)CCOC2=CC=C(C=C2)C(=O)C3=C(SC4=C3C=CC(=C4)O)C5=CC=C(C=C5)O. Drug 2: B(C(CC(C)C)NC(=O)C(CC1=CC=CC=C1)NC(=O)C2=NC=CN=C2)(O)O. Cell line: HCT-15. Synergy scores: CSS=0.0665, Synergy_ZIP=-0.426, Synergy_Bliss=-1.82, Synergy_Loewe=-3.19, Synergy_HSA=-2.29. (2) Drug 1: CCC1(CC2CC(C3=C(CCN(C2)C1)C4=CC=CC=C4N3)(C5=C(C=C6C(=C5)C78CCN9C7C(C=CC9)(C(C(C8N6C)(C(=O)OC)O)OC(=O)C)CC)OC)C(=O)OC)O.OS(=O)(=O)O. Drug 2: C1CN(P(=O)(OC1)NCCCl)CCCl. Cell line: HS 578T. Synergy scores: CSS=-2.21, Synergy_ZIP=3.19, Synergy_Bliss=4.61, Synergy_Loewe=0.644, Synergy_HSA=-0.692. (3) Drug 1: CC1OCC2C(O1)C(C(C(O2)OC3C4COC(=O)C4C(C5=CC6=C(C=C35)OCO6)C7=CC(=C(C(=C7)OC)O)OC)O)O. Drug 2: C1=NC2=C(N=C(N=C2N1C3C(C(C(O3)CO)O)O)F)N. Cell line: SR. Synergy scores: CSS=57.9, Synergy_ZIP=-0.0447, Synergy_Bliss=-0.667, Synergy_Loewe=-23.4, Synergy_HSA=-0.223. (4) Drug 2: CC1=C(C(=O)C2=C(C1=O)N3CC4C(C3(C2COC(=O)N)OC)N4)N. Synergy scores: CSS=77.3, Synergy_ZIP=4.18, Synergy_Bliss=3.80, Synergy_Loewe=4.00, Synergy_HSA=7.71. Drug 1: CC1=C2C(C(=O)C3(C(CC4C(C3C(C(C2(C)C)(CC1OC(=O)C(C(C5=CC=CC=C5)NC(=O)OC(C)(C)C)O)O)OC(=O)C6=CC=CC=C6)(CO4)OC(=O)C)OC)C)OC. Cell line: OVCAR-8. (5) Drug 1: CC(C)CN1C=NC2=C1C3=CC=CC=C3N=C2N. Drug 2: CC1CCCC2(C(O2)CC(NC(=O)CC(C(C(=O)C(C1O)C)(C)C)O)C(=CC3=CSC(=N3)C)C)C. Cell line: UACC-257. Synergy scores: CSS=31.8, Synergy_ZIP=3.97, Synergy_Bliss=4.80, Synergy_Loewe=-2.57, Synergy_HSA=4.48. (6) Drug 1: C1C(C(OC1N2C=C(C(=O)NC2=O)F)CO)O. Drug 2: CC12CCC3C(C1CCC2O)C(CC4=C3C=CC(=C4)O)CCCCCCCCCS(=O)CCCC(C(F)(F)F)(F)F. Cell line: SK-MEL-28. Synergy scores: CSS=14.7, Synergy_ZIP=-5.32, Synergy_Bliss=-3.87, Synergy_Loewe=-49.5, Synergy_HSA=-3.27. (7) Drug 2: COC1=C2C(=CC3=C1OC=C3)C=CC(=O)O2. Cell line: SK-MEL-5. Drug 1: CN(C)C1=NC(=NC(=N1)N(C)C)N(C)C. Synergy scores: CSS=-5.71, Synergy_ZIP=1.38, Synergy_Bliss=-3.41, Synergy_Loewe=-6.28, Synergy_HSA=-8.55.